Dataset: Catalyst prediction with 721,799 reactions and 888 catalyst types from USPTO. Task: Predict which catalyst facilitates the given reaction. (1) Reactant: [CH3:1][Mg+].[Br-].[Br:4][CH2:5][C:6]([C:8]1[CH:13]=[C:12]([C:14]2[CH:19]=[CH:18][C:17]([Cl:20])=[CH:16][CH:15]=2)[CH:11]=[CH:10][C:9]=1[Cl:21])=[O:7].[NH4+].[Cl-]. Product: [Br:4][CH2:5][C:6]([C:8]1[CH:13]=[C:12]([C:14]2[CH:19]=[CH:18][C:17]([Cl:20])=[CH:16][CH:15]=2)[CH:11]=[CH:10][C:9]=1[Cl:21])([OH:7])[CH3:1]. The catalyst class is: 1. (2) Reactant: [O:1]1[CH:5]=[CH:4][CH:3]=[C:2]1[C:6]([N:8]1[CH2:13][CH2:12][NH:11][CH2:10][CH2:9]1)=[O:7].Cl.[CH2:15]([O:17][C:18]1[CH:19]=[C:20]([C:27]2[C@@H:36]3[C@@H:31]([CH2:32][CH:33]=[CH:34][CH2:35]3)[C:30](=[O:37])[N:29]([C:38]3[CH:43]=[CH:42][C:41]([C:44](N4CCN(C5C=CC=CC=5)CC4)=[O:45])=[CH:40][CH:39]=3)[N:28]=2)[CH:21]=[CH:22][C:23]=1[O:24][CH2:25][CH3:26])[CH3:16]. Product: [CH2:15]([O:17][C:18]1[CH:19]=[C:20]([C:27]2[C@@H:36]3[C@@H:31]([CH2:32][CH:33]=[CH:34][CH2:35]3)[C:30](=[O:37])[N:29]([C:38]3[CH:39]=[CH:40][C:41]([C:44]([N:11]4[CH2:10][CH2:9][N:8]([C:6]([C:2]5[O:1][CH:5]=[CH:4][CH:3]=5)=[O:7])[CH2:13][CH2:12]4)=[O:45])=[CH:42][CH:43]=3)[N:28]=2)[CH:21]=[CH:22][C:23]=1[O:24][CH2:25][CH3:26])[CH3:16]. The catalyst class is: 27. (3) Reactant: [Cl:1][C:2]1[CH:7]=[C:6]([Cl:8])[CH:5]=[CH:4][C:3]=1[CH:9]1[S:15][C:14]([CH3:17])([CH3:16])[CH2:13][NH:12][C:11]2[N:18]([CH3:22])[N:19]=[C:20]([CH3:21])[C:10]1=2.C1C=C(Cl)C=C(C(OO)=[O:31])C=1.C(=O)(O)[O-].[Na+]. Product: [Cl:1][C:2]1[CH:7]=[C:6]([Cl:8])[CH:5]=[CH:4][C:3]=1[CH:9]1[S:15](=[O:31])[C:14]([CH3:17])([CH3:16])[CH2:13][NH:12][C:11]2[N:18]([CH3:22])[N:19]=[C:20]([CH3:21])[C:10]1=2. The catalyst class is: 2. (4) Reactant: [H-].[Na+].[CH:3]([Si:6]([CH:11]([CH3:13])[CH3:12])([CH:8]([CH3:10])[CH3:9])[SH:7])([CH3:5])[CH3:4].C1(C)C=CC=CC=1.[CH3:21][C:22]1[C:27](Br)=[CH:26][CH:25]=[CH:24][C:23]=1[N:29]1[C:33](=[O:34])[N:32]([CH3:35])[N:31]=[N:30]1. Product: [CH3:21][C:22]1[C:27]([S:7][Si:6]([CH:3]([CH3:5])[CH3:4])([CH:8]([CH3:10])[CH3:9])[CH:11]([CH3:13])[CH3:12])=[CH:26][CH:25]=[CH:24][C:23]=1[N:29]1[C:33](=[O:34])[N:32]([CH3:35])[N:31]=[N:30]1. The catalyst class is: 6. (5) Reactant: [F:1][CH2:2][C:3]([NH:5][NH:6][C:7]1[C:12]([CH3:13])=[CH:11][C:10]([N+:14]([O-:16])=[O:15])=[CH:9][N:8]=1)=O.O=P(Cl)(Cl)Cl. Product: [F:1][CH2:2][C:3]1[N:8]2[CH:9]=[C:10]([N+:14]([O-:16])=[O:15])[CH:11]=[C:12]([CH3:13])[C:7]2=[N:6][N:5]=1. The catalyst class is: 10. (6) Reactant: Cl.[Cl:2][C:3]1[CH:4]=[C:5]([N:9]2[CH2:13][CH2:12][C@H:11]([NH2:14])[CH2:10]2)[CH:6]=[CH:7][CH:8]=1.Cl[C:16]1[N:24]=[CH:23][N:22]=[C:21]2[C:17]=1[N:18]=[CH:19][N:20]2[C@H:25]1[C@H:32]2[C@H:28]([O:29][C:30]([CH3:34])([CH3:33])[O:31]2)[C@@H:27]([CH2:35][F:36])[CH2:26]1.CCN(CC)CC. Product: [Cl:2][C:3]1[CH:4]=[C:5]([N:9]2[CH2:13][CH2:12][C@H:11]([NH:14][C:16]3[N:24]=[CH:23][N:22]=[C:21]4[C:17]=3[N:18]=[CH:19][N:20]4[C@H:25]3[C@H:32]4[C@H:28]([O:29][C:30]([CH3:33])([CH3:34])[O:31]4)[C@@H:27]([CH2:35][F:36])[CH2:26]3)[CH2:10]2)[CH:6]=[CH:7][CH:8]=1. The catalyst class is: 14.